The task is: Predict the product of the given reaction.. This data is from Forward reaction prediction with 1.9M reactions from USPTO patents (1976-2016). (1) Given the reactants Cl[C:2]1[N:7]=[CH:6][N:5]=[C:4]([NH:8][C@H:9]2[CH2:12][C@H:11]([NH:13][C:14]3[N:23]=[CH:22][C:21]4[C:16](=[CH:17][CH:18]=[CH:19][CH:20]=4)[N:15]=3)[CH2:10]2)[C:3]=1[NH2:24].[CH3:25][O:26][C:27]([C:29]1[CH:34]=[CH:33][C:32](B(O)O)=[CH:31][CH:30]=1)=[O:28].C(=O)([O-])[O-].[K+].[K+].O1CCOCC1, predict the reaction product. The product is: [NH2:24][C:3]1[C:2]([C:32]2[CH:33]=[CH:34][C:29]([C:27]([O:26][CH3:25])=[O:28])=[CH:30][CH:31]=2)=[N:7][CH:6]=[N:5][C:4]=1[NH:8][C@H:9]1[CH2:12][C@H:11]([NH:13][C:14]2[N:23]=[CH:22][C:21]3[C:16](=[CH:17][CH:18]=[CH:19][CH:20]=3)[N:15]=2)[CH2:10]1. (2) Given the reactants [CH2:1]([O:3][C:4]([C@H:6]1[CH2:11][CH2:10][C@@H:9]([NH:12][NH:13]C(OC(C)(C)C)=O)[CH2:8][CH2:7]1)=[O:5])[CH3:2].O1CCOCC1.[ClH:27], predict the reaction product. The product is: [ClH:27].[CH2:1]([O:3][C:4]([C@H:6]1[CH2:11][CH2:10][C@@H:9]([NH:12][NH2:13])[CH2:8][CH2:7]1)=[O:5])[CH3:2]. (3) Given the reactants [C:1]([O:5][C:6]([N:8]1[CH2:12][CH2:11][C@:10]([F:16])([C:13]([O-:15])=O)[CH2:9]1)=[O:7])([CH3:4])([CH3:3])[CH3:2].[Li+].C(N(CC)C(C)C)(C)C.CN(C(ON1N=NC2C=CC=NC1=2)=[N+](C)C)C.F[P-](F)(F)(F)(F)F.[CH:51]1([CH2:58][CH2:59][NH:60][C:61](=[O:92])[C@H:62]([CH3:91])[C@H:63]([C@@H:66]2[CH2:70][CH2:69][CH2:68][N:67]2[C:71](=[O:90])[CH2:72][C@@H:73]([O:88][CH3:89])[C@@H:74]([N:79]([CH3:87])[C:80](=[O:86])[C@H:81]([CH:83]([CH3:85])[CH3:84])[NH2:82])[C@@H:75]([CH3:78])[CH2:76][CH3:77])[O:64][CH3:65])[CH:57]=[CH:56][CH:55]=[CH:54][CH:53]=[CH:52]1, predict the reaction product. The product is: [CH:51]1([CH2:58][CH2:59][NH:60][C:61](=[O:92])[C@H:62]([CH3:91])[C@H:63]([C@@H:66]2[CH2:70][CH2:69][CH2:68][N:67]2[C:71](=[O:90])[CH2:72][C@@H:73]([O:88][CH3:89])[C@@H:74]([N:79]([CH3:87])[C:80](=[O:86])[C@@H:81]([NH:82][C:13]([C@@:10]2([F:16])[CH2:11][CH2:12][N:8]([C:6]([O:5][C:1]([CH3:2])([CH3:3])[CH3:4])=[O:7])[CH2:9]2)=[O:15])[CH:83]([CH3:84])[CH3:85])[C@@H:75]([CH3:78])[CH2:76][CH3:77])[O:64][CH3:65])[CH:57]=[CH:56][CH:55]=[CH:54][CH:53]=[CH:52]1. (4) Given the reactants [C:1]1([C:3](=[CH:5][CH:6]=[CH:7][CH:8]=1)[OH:4])[OH:2].[CH3:9][C:10](O)=[O:11].B(F)(F)F.CCOCC, predict the reaction product. The product is: [CH3:9][C:10]([C:5]1[CH:6]=[CH:7][CH:8]=[C:1]([OH:2])[C:3]=1[OH:4])=[O:11]. (5) Given the reactants [CH:1]1([N:8]2[C:13]3[N:14]=[C:15](S(C)=O)[N:16]=[C:17]([CH3:18])[C:12]=3[CH:11]=[CH:10][C:9]2=[O:22])[CH2:7][CH2:6][CH2:5][CH2:4][CH2:3][CH2:2]1.[CH3:23][O:24][C:25]([C:27]1[N:28]([CH3:33])[CH:29]=[C:30]([NH2:32])[CH:31]=1)=[O:26].Cl.C(N(CC)CC)C, predict the reaction product. The product is: [CH3:23][O:24][C:25]([C:27]1[N:28]([CH3:33])[CH:29]=[C:30]([NH:32][C:15]2[N:16]=[C:17]([CH3:18])[C:12]3[CH:11]=[CH:10][C:9](=[O:22])[N:8]([CH:1]4[CH2:7][CH2:6][CH2:5][CH2:4][CH2:3][CH2:2]4)[C:13]=3[N:14]=2)[CH:31]=1)=[O:26]. (6) The product is: [NH2:13][C:5]1[CH:4]=[C:3]([O:2][CH3:1])[CH:12]=[CH:11][C:6]=1[C:7]([O:9][CH3:10])=[O:8]. Given the reactants [CH3:1][O:2][C:3]1[CH:12]=[CH:11][C:6]([C:7]([O:9][CH3:10])=[O:8])=[C:5]([N+:13]([O-])=O)[CH:4]=1, predict the reaction product.